From a dataset of Reaction yield outcomes from USPTO patents with 853,638 reactions. Predict the reaction yield, written as a fraction of the theoretical maximum amount of product (1.0 means a 100% yield; for example, 0.34 means a 34% yield). (1) The reactants are Br[CH:2]([C:23]1[CH:28]=[CH:27][CH:26]=[CH:25][CH:24]=1)[C:3]([C:5]1[CH:10]=[CH:9][C:8]([C:11]2([NH:15][C:16](=[O:22])[O:17][C:18]([CH3:21])([CH3:20])[CH3:19])[CH2:14][CH2:13][CH2:12]2)=[CH:7][CH:6]=1)=O.[NH2:29][C:30]1[N:31]=[N:32][C:33]([Br:37])=[CH:34][C:35]=1[Br:36].C(N(CC)C(C)C)(C)C. The catalyst is C(O)(C)C. The product is [C:23]1([C:2]2[N:31]3[N:32]=[C:33]([Br:37])[CH:34]=[C:35]([Br:36])[C:30]3=[N:29][C:3]=2[C:5]2[CH:6]=[CH:7][C:8]([C:11]3([NH:15][C:16](=[O:22])[O:17][C:18]([CH3:19])([CH3:21])[CH3:20])[CH2:12][CH2:13][CH2:14]3)=[CH:9][CH:10]=2)[CH:28]=[CH:27][CH:26]=[CH:25][CH:24]=1. The yield is 0.280. (2) The reactants are [C:1]1([C:7]([OH:9])=[O:8])([C:4](O)=[O:5])[CH2:3][CH2:2]1.S(Cl)(Cl)=O.[F:14][C:15]1[CH:21]=[CH:20][CH:19]=[CH:18][C:16]=1[NH2:17].[OH-].[Na+]. The catalyst is O1CCCC1.C(N(CC)CC)C. The product is [F:14][C:15]1[CH:21]=[CH:20][CH:19]=[CH:18][C:16]=1[NH:17][C:4]([C:1]1([C:7]([OH:9])=[O:8])[CH2:3][CH2:2]1)=[O:5]. The yield is 0.540. (3) The reactants are [H-].[Na+].[NH:3]1[C:11]2[C:6](=[CH:7][C:8]([O:12][C:13]3[CH:18]=[CH:17][N:16]=[C:15]([NH2:19])[N:14]=3)=[CH:9][CH:10]=2)[CH:5]=[CH:4]1.[CH2:20]([NH:22][C:23](=O)[O:24]C1C=CC=CC=1)[CH3:21]. The catalyst is CN(C)C=O. The product is [CH2:20]([NH:22][C:23]([N:3]1[C:11]2[C:6](=[CH:7][C:8]([O:12][C:13]3[CH:18]=[CH:17][N:16]=[C:15]([NH2:19])[N:14]=3)=[CH:9][CH:10]=2)[CH:5]=[CH:4]1)=[O:24])[CH3:21]. The yield is 0.637. (4) The reactants are [NH2:1][C@H:2]([C:4]1[CH:5]=[C:6]([OH:10])[CH:7]=[CH:8][CH:9]=1)[CH3:3].[CH3:11][C:12]([O:15][C:16](O[C:16]([O:15][C:12]([CH3:14])([CH3:13])[CH3:11])=[O:17])=[O:17])([CH3:14])[CH3:13].CCN(C(C)C)C(C)C. The catalyst is C(Cl)Cl. The product is [OH:10][C:6]1[CH:5]=[C:4]([C@@H:2]([NH:1][C:16](=[O:17])[O:15][C:12]([CH3:14])([CH3:13])[CH3:11])[CH3:3])[CH:9]=[CH:8][CH:7]=1. The yield is 1.10. (5) The reactants are [CH2:1]([NH:8][C:9](=[O:31])[C:10]1[CH:15]=[CH:14][N:13]=[C:12]([N:16]2[CH:21]=[CH:20][C:19]([O:22]CC3C=CC=CC=3)=[CH:18][C:17]2=[O:30])[CH:11]=1)[C:2]1[CH:7]=[CH:6][CH:5]=[CH:4][CH:3]=1.[H][H]. The yield is 0.500. The product is [CH2:1]([NH:8][C:9]([C:10]1[CH:15]=[CH:14][N:13]=[C:12]([N:16]2[CH:21]=[CH:20][C:19]([OH:22])=[CH:18][C:17]2=[O:30])[CH:11]=1)=[O:31])[C:2]1[CH:3]=[CH:4][CH:5]=[CH:6][CH:7]=1. The catalyst is [Pd].CO. (6) The reactants are CB1N2CCC[C@H]2C(C2C=CC=CC=2)(C2C=CC=CC=2)O1.[C:22]([C:25]1[C:26]([O:45][CH3:46])=[C:27]([CH:34]2[CH2:37][N:36]([C:38]([O:40][C:41]([CH3:44])([CH3:43])[CH3:42])=[O:39])[CH2:35]2)[C:28]([C:32]#[N:33])=[C:29]([Cl:31])[CH:30]=1)(=[O:24])[CH3:23]. The catalyst is O1CCCC1. The product is [Cl:31][C:29]1[C:28]([C:32]#[N:33])=[C:27]([CH:34]2[CH2:35][N:36]([C:38]([O:40][C:41]([CH3:43])([CH3:42])[CH3:44])=[O:39])[CH2:37]2)[C:26]([O:45][CH3:46])=[C:25]([CH:22]([OH:24])[CH3:23])[CH:30]=1. The yield is 0.970. (7) The reactants are CC(C1C=C(C(C)C)C=C(C(C)C)C=1S([O:19][CH:20]([C:27]1(O)[CH2:30][N:29]([C:31]([C:33]2[CH:38]=[CH:37][C:36]([F:39])=[C:35]([F:40])[C:34]=2[NH:41][C:42]2[CH:47]=[CH:46][C:45]([I:48])=[CH:44][C:43]=2[F:49])=[O:32])[CH2:28]1)[CH2:21][CH:22]1[O:26][CH2:25][CH2:24][O:23]1)(=O)=O)C.[H-].[Na+].C(OCC)(=O)C. The catalyst is O1CCCC1. The product is [O:26]1[CH2:25][CH2:24][O:23][CH:22]1[CH2:21][CH:20]1[C:27]2([CH2:30][N:29]([C:31]([C:33]3[C:34]([NH:41][C:42]4[CH:47]=[CH:46][C:45]([I:48])=[CH:44][C:43]=4[F:49])=[C:35]([F:40])[C:36]([F:39])=[CH:37][CH:38]=3)=[O:32])[CH2:28]2)[O:19]1. The yield is 0.940. (8) The reactants are Cl[C:2]1[N:7]=[C:6]([C:8]#[N:9])[C:5]([N+:10]([O-:12])=[O:11])=[CH:4][CH:3]=1.[Cl:13][C:14]1[CH:15]=[C:16]([SH:21])[CH:17]=[C:18]([Cl:20])[CH:19]=1.C([O-])([O-])=O.[K+].[K+].C(OCC)(=O)C. The catalyst is C(#N)C. The product is [Cl:13][C:14]1[CH:15]=[C:16]([S:21][C:2]2[N:7]=[C:6]([C:8]#[N:9])[C:5]([N+:10]([O-:12])=[O:11])=[CH:4][CH:3]=2)[CH:17]=[C:18]([Cl:20])[CH:19]=1. The yield is 0.800.